This data is from NCI-60 drug combinations with 297,098 pairs across 59 cell lines. The task is: Regression. Given two drug SMILES strings and cell line genomic features, predict the synergy score measuring deviation from expected non-interaction effect. (1) Drug 1: C1CCC(C1)C(CC#N)N2C=C(C=N2)C3=C4C=CNC4=NC=N3. Drug 2: CC1C(C(=O)NC(C(=O)N2CCCC2C(=O)N(CC(=O)N(C(C(=O)O1)C(C)C)C)C)C(C)C)NC(=O)C3=C4C(=C(C=C3)C)OC5=C(C(=O)C(=C(C5=N4)C(=O)NC6C(OC(=O)C(N(C(=O)CN(C(=O)C7CCCN7C(=O)C(NC6=O)C(C)C)C)C)C(C)C)C)N)C. Cell line: SR. Synergy scores: CSS=92.2, Synergy_ZIP=39.3, Synergy_Bliss=34.9, Synergy_Loewe=-14.5, Synergy_HSA=34.3. (2) Drug 1: CC1=C(C=C(C=C1)NC2=NC=CC(=N2)N(C)C3=CC4=NN(C(=C4C=C3)C)C)S(=O)(=O)N.Cl. Drug 2: C1=CC(=C2C(=C1NCCNCCO)C(=O)C3=C(C=CC(=C3C2=O)O)O)NCCNCCO. Cell line: MDA-MB-231. Synergy scores: CSS=38.5, Synergy_ZIP=4.93, Synergy_Bliss=4.27, Synergy_Loewe=-4.64, Synergy_HSA=6.05. (3) Drug 1: COC1=NC(=NC2=C1N=CN2C3C(C(C(O3)CO)O)O)N. Drug 2: C1=CC=C(C(=C1)C(C2=CC=C(C=C2)Cl)C(Cl)Cl)Cl. Cell line: A549. Synergy scores: CSS=38.2, Synergy_ZIP=-1.69, Synergy_Bliss=-4.73, Synergy_Loewe=-21.7, Synergy_HSA=-5.51.